This data is from Reaction yield outcomes from USPTO patents with 853,638 reactions. The task is: Predict the reaction yield, written as a fraction of the theoretical maximum amount of product (1.0 means a 100% yield; for example, 0.34 means a 34% yield). (1) The reactants are [F:1][C:2]1([F:43])[CH2:6][C@H:5]([O:7][C:8]2[CH:13]=[CH:12][C:11]([S:14]([N:17](CC3C=CC(OC)=CC=3OC)[C:18]3[CH:23]=[CH:22][N:21]=[CH:20][N:19]=3)(=[O:16])=[O:15])=[C:10]([F:35])[C:9]=2[F:36])[C@@H:4]([C:37]2[N:41]([CH3:42])[N:40]=[CH:39][CH:38]=2)[CH2:3]1.C([SiH](CC)CC)C.FC(F)(F)C(O)=O. The catalyst is ClCCl. The product is [F:43][C:2]1([F:1])[CH2:6][C@H:5]([O:7][C:8]2[CH:13]=[CH:12][C:11]([S:14]([NH:17][C:18]3[CH:23]=[CH:22][N:21]=[CH:20][N:19]=3)(=[O:16])=[O:15])=[C:10]([F:35])[C:9]=2[F:36])[C@@H:4]([C:37]2[N:41]([CH3:42])[N:40]=[CH:39][CH:38]=2)[CH2:3]1. The yield is 0.970. (2) The reactants are [CH3:1][CH2:2][CH2:3][C:4]1[CH:5]=[C:6]([C:10]([NH2:12])=[S:11])[CH:7]=[CH:8][N:9]=1.Br[CH2:14][C:15]([C:17]1[CH:22]=[CH:21][C:20]([CH3:23])=[CH:19][CH:18]=1)=O. The catalyst is C(O)C. The product is [CH3:1][CH2:2][CH2:3][C:4]1[CH:5]=[C:6]([C:10]2[S:11][CH:14]=[C:15]([C:17]3[CH:18]=[CH:19][C:20]([CH3:23])=[CH:21][CH:22]=3)[N:12]=2)[CH:7]=[CH:8][N:9]=1. The yield is 0.830. (3) The reactants are [NH2:1][C:2]1[C:7]([C:8]([C:10]2[CH:15]=[C:14]([F:16])[CH:13]=[CH:12][C:11]=2[O:17][CH3:18])=[O:9])=[CH:6][N:5]=[C:4]([NH:19][CH:20]2[CH2:25][CH2:24][NH:23][CH2:22][CH2:21]2)[N:3]=1.C(N(C(C)C)CC)(C)C.[CH3:35][C:36]1[S:37][C:38]([CH3:45])=[CH:39][C:40]=1[S:41](Cl)(=[O:43])=[O:42]. The catalyst is O1CCCC1.C(Cl)Cl. The product is [NH2:1][C:2]1[C:7]([C:8]([C:10]2[CH:15]=[C:14]([F:16])[CH:13]=[CH:12][C:11]=2[O:17][CH3:18])=[O:9])=[CH:6][N:5]=[C:4]([NH:19][CH:20]2[CH2:21][CH2:22][N:23]([S:41]([C:40]3[CH:39]=[C:38]([CH3:45])[S:37][C:36]=3[CH3:35])(=[O:43])=[O:42])[CH2:24][CH2:25]2)[N:3]=1. The yield is 0.920. (4) The reactants are [N:1]1([CH2:7][CH2:8][O:9][C:10]2[CH:15]=[CH:14][C:13]([C:16]3[C:24]4[C:19](=[CH:20][CH:21]=[C:22]([C:25]#[N:26])[CH:23]=4)[NH:18][N:17]=3)=[CH:12][CH:11]=2)[CH2:6][CH2:5][O:4][CH2:3][CH2:2]1.[N:27]([Sn](CCCC)(CCCC)CCCC)=[N+:28]=[N-:29]. The catalyst is C1(C)C=CC=CC=1. The product is [NH:27]1[C:25]([C:22]2[CH:23]=[C:24]3[C:19](=[CH:20][CH:21]=2)[NH:18][N:17]=[C:16]3[C:13]2[CH:12]=[CH:11][C:10]([O:9][CH2:8][CH2:7][N:1]3[CH2:6][CH2:5][O:4][CH2:3][CH2:2]3)=[CH:15][CH:14]=2)=[N:26][N:29]=[N:28]1. The yield is 0.0890. (5) The reactants are [OH:1][C:2]1[CH:3]=[C:4]2[C:9](=[CH:10][CH:11]=1)[CH:8]=[C:7]([C@:12]1([CH3:18])[CH2:16][O:15][C:14](=[O:17])[NH:13]1)[CH:6]=[CH:5]2.C(=O)([O-])[O-].[Cs+].[Cs+].CS(O[C@H:30]1[CH2:35][CH2:34][C@@H:33]([C:36]([F:39])([F:38])[CH3:37])[CH2:32][CH2:31]1)(=O)=O.O. The catalyst is CC(O)(C)C.CC(=O)CC. The product is [F:38][C:36]([C@H:33]1[CH2:34][CH2:35][C@H:30]([O:1][C:2]2[CH:3]=[C:4]3[C:9](=[CH:10][CH:11]=2)[CH:8]=[C:7]([C@:12]2([CH3:18])[CH2:16][O:15][C:14](=[O:17])[NH:13]2)[CH:6]=[CH:5]3)[CH2:31][CH2:32]1)([F:39])[CH3:37]. The yield is 0.580. (6) The reactants are [CH2:1]([Sn:9](=[O:18])[CH2:10][CH2:11][CH2:12][CH2:13][CH2:14][CH2:15][CH2:16][CH3:17])[CH2:2][CH2:3][CH2:4][CH2:5][CH2:6][CH2:7][CH3:8].[CH2:19]([CH:21]([CH2:24][CH3:25])[CH2:22][OH:23])[CH3:20]. No catalyst specified. The product is [CH2:1]([Sn:9]([CH2:10][CH2:11][CH2:12][CH2:13][CH2:14][CH2:15][CH2:16][CH3:17])([O:23][CH2:22][CH:21]([CH2:24][CH3:25])[CH2:19][CH3:20])[O:18][Sn:9]([CH2:10][CH2:11][CH2:12][CH2:13][CH2:14][CH2:15][CH2:16][CH3:17])([CH2:1][CH2:2][CH2:3][CH2:4][CH2:5][CH2:6][CH2:7][CH3:8])[O:23][CH2:22][CH:21]([CH2:24][CH3:25])[CH2:19][CH3:20])[CH2:2][CH2:3][CH2:4][CH2:5][CH2:6][CH2:7][CH3:8]. The yield is 0.990. (7) The reactants are [F:1][C:2]1[CH:3]=[CH:4][C:5]([O:10][C:11]2[CH:12]=[C:13]3[C:17](=[CH:18][CH:19]=2)[N:16]([CH2:20][CH:21]([CH3:23])[CH3:22])[N:15]=[CH:14]3)=[C:6]([CH:9]=1)[C:7]#[N:8].N#N.Cl. The catalyst is CO.[OH-].[OH-].[Pd+2]. The product is [F:1][C:2]1[CH:3]=[CH:4][C:5]([O:10][C:11]2[CH:12]=[C:13]3[C:17](=[CH:18][CH:19]=2)[N:16]([CH2:20][CH:21]([CH3:23])[CH3:22])[N:15]=[CH:14]3)=[C:6]([CH:9]=1)[CH2:7][NH2:8]. The yield is 0.960. (8) The reactants are Br[C:2]1[CH:3]=[N:4][CH:5]=[C:6]2[C:11]=1[N:10]=[C:9]([C:12]([NH2:14])=[O:13])[CH:8]=[CH:7]2.[O:15]1[CH2:20][CH2:19][N:18]([C:21]2[CH:22]=[C:23](B(O)O)[CH:24]=[CH:25][CH:26]=2)[CH2:17][CH2:16]1.C(=O)([O-])[O-].[Cs+].[Cs+]. The catalyst is O1CCOCC1.O.C1(P([C-]2C=CC=C2)C2C=CC=CC=2)C=CC=CC=1.[C-]1(P(C2C=CC=CC=2)C2C=CC=CC=2)C=CC=C1.[Fe+2].[Pd](Cl)Cl. The product is [O:15]1[CH2:20][CH2:19][N:18]([C:21]2[CH:26]=[C:25]([C:2]3[CH:3]=[N:4][CH:5]=[C:6]4[C:11]=3[N:10]=[C:9]([C:12]([NH2:14])=[O:13])[CH:8]=[CH:7]4)[CH:24]=[CH:23][CH:22]=2)[CH2:17][CH2:16]1. The yield is 0.720. (9) The reactants are [CH2:1]([O:8][C:9]1[CH:13]=[C:12]([CH2:14][CH2:15][C:16](O)=[O:17])[N:11]([CH2:19][C:20]2[CH:25]=[CH:24][C:23]([Cl:26])=[CH:22][C:21]=2[Cl:27])[N:10]=1)[C:2]1[CH:7]=[CH:6][CH:5]=[CH:4][CH:3]=1.[CH2:28]([S:33]([NH2:36])(=[O:35])=[O:34])[CH2:29][CH2:30][CH2:31][CH3:32].N12CCCN=C1CCCCC2. The catalyst is O1CCCC1. The product is [CH2:1]([O:8][C:9]1[CH:13]=[C:12]([CH2:14][CH2:15][C:16]([NH:36][S:33]([CH2:28][CH2:29][CH2:30][CH2:31][CH3:32])(=[O:35])=[O:34])=[O:17])[N:11]([CH2:19][C:20]2[CH:25]=[CH:24][C:23]([Cl:26])=[CH:22][C:21]=2[Cl:27])[N:10]=1)[C:2]1[CH:3]=[CH:4][CH:5]=[CH:6][CH:7]=1. The yield is 0.560. (10) The reactants are [CH2:1]([NH:8][C:9]([N:11]1[CH:16]2[C@H:17]([CH3:55])[N:18]([CH2:44][C:45]3[CH:46]=[CH:47][CH:48]=[C:49]4[C:54]=3[N:53]=[CH:52][CH:51]=[CH:50]4)[C:19](=[O:43])[C@H:20]([CH2:21][C:22]3[CH:42]=[CH:41][C:25]([O:26][C:27]([NH:29][CH:30]([CH:38]([CH3:40])[CH3:39])[C:31]([O:33]C(C)(C)C)=[O:32])=[O:28])=[CH:24][CH:23]=3)[N:15]2[C:14](=[O:56])[CH2:13][N:12]1[CH3:57])=[O:10])[C:2]1[CH:7]=[CH:6][CH:5]=[CH:4][CH:3]=1.FC(F)(F)C(O)=O.C(Cl)Cl. The catalyst is C(OCC)(=O)C. The product is [CH2:1]([NH:8][C:9]([N:11]1[CH:16]2[C@H:17]([CH3:55])[N:18]([CH2:44][C:45]3[CH:46]=[CH:47][CH:48]=[C:49]4[C:54]=3[N:53]=[CH:52][CH:51]=[CH:50]4)[C:19](=[O:43])[C@H:20]([CH2:21][C:22]3[CH:42]=[CH:41][C:25]([O:26][C:27]([NH:29][CH:30]([CH:38]([CH3:40])[CH3:39])[C:31]([OH:33])=[O:32])=[O:28])=[CH:24][CH:23]=3)[N:15]2[C:14](=[O:56])[CH2:13][N:12]1[CH3:57])=[O:10])[C:2]1[CH:7]=[CH:6][CH:5]=[CH:4][CH:3]=1. The yield is 0.960.